Task: Regression. Given a peptide amino acid sequence and an MHC pseudo amino acid sequence, predict their binding affinity value. This is MHC class I binding data.. Dataset: Peptide-MHC class I binding affinity with 185,985 pairs from IEDB/IMGT (1) The binding affinity (normalized) is 0.911. The MHC is HLA-A33:01 with pseudo-sequence HLA-A33:01. The peptide sequence is ILQLIRHGR. (2) The peptide sequence is ELSFEALSL. The MHC is HLA-A02:01 with pseudo-sequence HLA-A02:01. The binding affinity (normalized) is 0.0681. (3) The peptide sequence is ISRVNDLNR. The MHC is HLA-A03:01 with pseudo-sequence HLA-A03:01. The binding affinity (normalized) is 0.156. (4) The peptide sequence is RERIRYFHY. The MHC is HLA-A69:01 with pseudo-sequence HLA-A69:01. The binding affinity (normalized) is 0.0847. (5) The peptide sequence is VMNFIPIIY. The MHC is HLA-A03:01 with pseudo-sequence HLA-A03:01. The binding affinity (normalized) is 0.624. (6) The peptide sequence is QYPLGQGSF. The MHC is HLA-A26:01 with pseudo-sequence HLA-A26:01. The binding affinity (normalized) is 0.